This data is from Forward reaction prediction with 1.9M reactions from USPTO patents (1976-2016). The task is: Predict the product of the given reaction. The product is: [CH:1]1[CH:2]=[CH:3][C:4]([Cl:15])=[C:5]([C@:7]2([NH2:14])[C:12](=[O:13])[CH2:11][CH2:10][CH2:9][CH2:8]2)[CH:6]=1. Given the reactants [CH:1]1[CH:2]=[CH:3][C:4]([Cl:15])=[C:5]([C@:7]2([NH2:14])[C:12](=[O:13])[CH2:11][CH2:10][CH2:9][CH2:8]2)[CH:6]=1.C(C(C(C([O-])=O)O)O)([O-])=O.[OH-].[Na+], predict the reaction product.